From a dataset of Forward reaction prediction with 1.9M reactions from USPTO patents (1976-2016). Predict the product of the given reaction. Given the reactants [CH3:1][O:2][C:3]1[CH:4]=[C:5]2[O:9][C:8]([C:10]3[N:11]=[C:12]4[CH:17]=[CH:16][C:15]([CH3:18])=[N:14][N:13]4[CH:19]=3)=[CH:7][C:6]2=[C:20]([OH:22])[CH:21]=1.[S:23]1[CH2:28][CH2:27][CH:26]([C:29]2[S:30][CH:31]=[C:32]([CH2:34]O)[N:33]=2)[CH2:25][CH2:24]1.C(P(CCCC)CCCC)CCC.N(C(N1CCCCC1)=O)=NC(N1CCCCC1)=O, predict the reaction product. The product is: [CH3:1][O:2][C:3]1[CH:21]=[C:20]([O:22][CH2:34][C:32]2[N:33]=[C:29]([CH:26]3[CH2:27][CH2:28][S:23][CH2:24][CH2:25]3)[S:30][CH:31]=2)[C:6]2[CH:7]=[C:8]([C:10]3[N:11]=[C:12]4[CH:17]=[CH:16][C:15]([CH3:18])=[N:14][N:13]4[CH:19]=3)[O:9][C:5]=2[CH:4]=1.